Task: Predict the reactants needed to synthesize the given product.. Dataset: Full USPTO retrosynthesis dataset with 1.9M reactions from patents (1976-2016) (1) The reactants are: [NH:1]1[CH2:6][CH2:5][NH:4][CH2:3][CH2:2]1.[OH-].[K+].[CH2:9]([Cl:16])[C:10]1[CH:15]=[CH:14][CH:13]=[CH:12][CH:11]=1. Given the product [ClH:16].[ClH:16].[CH2:9]([N:1]1[CH2:6][CH2:5][NH:4][CH2:3][CH2:2]1)[C:10]1[CH:15]=[CH:14][CH:13]=[CH:12][CH:11]=1, predict the reactants needed to synthesize it. (2) Given the product [F:36][C:35]([F:37])([F:38])[C:27]1[CH:26]=[C:25]([CH:30]=[C:29]([C:31]([F:34])([F:33])[F:32])[CH:28]=1)[CH2:24][N:16]1[C:17]([C:18]2[CH:23]=[CH:22][CH:21]=[CH:20][CH:19]=2)=[C:13]([C:11]2[NH:7][CH2:6][CH2:5][N:8]=2)[N:14]=[N:15]1, predict the reactants needed to synthesize it. The reactants are: C[Al](C)C.[CH2:5]([NH2:8])[CH2:6][NH2:7].CO[C:11]([C:13]1[N:14]=[N:15][N:16]([CH2:24][C:25]2[CH:30]=[C:29]([C:31]([F:34])([F:33])[F:32])[CH:28]=[C:27]([C:35]([F:38])([F:37])[F:36])[CH:26]=2)[C:17]=1[C:18]1[CH:23]=[CH:22][CH:21]=[CH:20][CH:19]=1)=O.O. (3) Given the product [CH2:36]([O:5][C:4](=[O:6])[C:3]1[CH:7]=[CH:8][C:9]([NH:11][C:12]([C:14]2[CH:22]=[C:21]3[C:17]([CH2:18][CH2:19][N:20]3[S:23]([C:26]3[CH:31]=[CH:30][CH:29]=[C:28]([F:32])[CH:27]=3)(=[O:25])=[O:24])=[C:16]([O:33][CH3:34])[CH:15]=2)=[O:13])=[CH:10][C:2]=1[F:1])[CH3:41], predict the reactants needed to synthesize it. The reactants are: [F:1][C:2]1[CH:10]=[C:9]([NH:11][C:12]([C:14]2[CH:22]=[C:21]3[C:17]([CH2:18][CH2:19][N:20]3[S:23]([C:26]3[CH:31]=[CH:30][CH:29]=[C:28]([F:32])[CH:27]=3)(=[O:25])=[O:24])=[C:16]([O:33][CH3:34])[CH:15]=2)=[O:13])[CH:8]=[CH:7][C:3]=1[C:4]([OH:6])=[O:5].F[C:36]1C=C(S(Cl)(=O)=O)C=C[CH:41]=1.